The task is: Predict the reaction yield, written as a fraction of the theoretical maximum amount of product (1.0 means a 100% yield; for example, 0.34 means a 34% yield).. This data is from Reaction yield outcomes from USPTO patents with 853,638 reactions. (1) The reactants are [F:1][C:2]1[CH:3]=[CH:4][C:5]([OH:11])=[C:6]([C:8](=O)[CH3:9])[CH:7]=1.Br[CH2:13][C:14]([CH:16]1[CH2:21][CH2:20][CH2:19][CH2:18][CH2:17]1)=[O:15].C(=O)([O-])[O-].[K+].[K+].Cl. The catalyst is CN(C)C=O. The product is [CH:16]1([C:14]([C:13]2[O:11][C:5]3[CH:4]=[CH:3][C:2]([F:1])=[CH:7][C:6]=3[C:8]=2[CH3:9])=[O:15])[CH2:21][CH2:20][CH2:19][CH2:18][CH2:17]1. The yield is 0.640. (2) The yield is 0.400. The reactants are [CH:1]([C:4]1[CH:9]=[CH:8][CH:7]=[CH:6][C:5]=1[C:10]1[CH:15]=[CH:14][CH:13]=[CH:12][C:11]=1[CH2:16][N:17]1[CH:22]=[CH:21][CH:20]=[C:19]([C:23]([O:25]CC)=[O:24])[C:18]1=[O:28])([CH3:3])[CH3:2].C1COCC1.CO.[OH-].[Na+]. The catalyst is O. The product is [CH:1]([C:4]1[CH:9]=[CH:8][CH:7]=[CH:6][C:5]=1[C:10]1[CH:15]=[CH:14][CH:13]=[CH:12][C:11]=1[CH2:16][N:17]1[CH:22]=[CH:21][CH:20]=[C:19]([C:23]([OH:25])=[O:24])[C:18]1=[O:28])([CH3:3])[CH3:2].